This data is from Catalyst prediction with 721,799 reactions and 888 catalyst types from USPTO. The task is: Predict which catalyst facilitates the given reaction. (1) Reactant: [C:1]([S:4][CH2:5][C:6]([OH:8])=O)(=[O:3])[CH3:2].CN(C(ON1N=NC2C=CC=NC1=2)=[N+](C)C)C.F[P-](F)(F)(F)(F)F.CCN(C(C)C)C(C)C.[C:42]([O:46][C:47](=[O:55])[NH:48][CH2:49][CH2:50][CH2:51][CH2:52][CH2:53][NH2:54])([CH3:45])([CH3:44])[CH3:43]. Product: [C:42]([O:46][C:47]([NH:48][CH2:49][CH2:50][CH2:51][CH2:52][CH2:53][NH:54][C:6]([CH2:5][S:4][C:1](=[O:3])[CH3:2])=[O:8])=[O:55])([CH3:45])([CH3:44])[CH3:43]. The catalyst class is: 56. (2) Reactant: [CH3:1][C:2]1[CH:7]=[CH:6][C:5]([C:8]([C:19]2[CH:24]=[CH:23][CH:22]=[CH:21][CH:20]=2)=[C:9]2[CH2:14][C:13]([CH3:16])([CH3:15])[CH2:12][C:11]([CH3:18])([CH3:17])[CH2:10]2)=[CH:4][C:3]=1[O:25][CH2:26][C:27]([O:29]CC)=[O:28].[OH-].[Na+].C(O)C.Cl. Product: [CH3:1][C:2]1[CH:7]=[CH:6][C:5]([C:8]([C:19]2[CH:20]=[CH:21][CH:22]=[CH:23][CH:24]=2)=[C:9]2[CH2:14][C:13]([CH3:15])([CH3:16])[CH2:12][C:11]([CH3:18])([CH3:17])[CH2:10]2)=[CH:4][C:3]=1[O:25][CH2:26][C:27]([OH:29])=[O:28]. The catalyst class is: 6. (3) Reactant: [CH2:1]([O:3][CH:4]([S:24][CH2:25][CH3:26])[C@@H:5]1[CH2:9][CH2:8][CH2:7][N:6]1[C:10](=[O:23])[C:11]1[CH:16]=[C:15]([O:17][CH3:18])[C:14]([OH:19])=[CH:13][C:12]=1[N+:20]([O-:22])=[O:21])[CH3:2].[Br:27][CH2:28][CH2:29]Br.C([O-])([O-])=O.[K+].[K+].CCOC(C)=O.CCCCCC. Product: [CH2:1]([O:3][CH:4]([S:24][CH2:25][CH3:26])[C@@H:5]1[CH2:9][CH2:8][CH2:7][N:6]1[C:10](=[O:23])[C:11]1[CH:16]=[C:15]([O:17][CH3:18])[C:14]([O:19][CH2:29][CH2:28][Br:27])=[CH:13][C:12]=1[N+:20]([O-:22])=[O:21])[CH3:2]. The catalyst class is: 95. (4) Product: [C:24]([O:23][C:21]([N:18]1[CH2:19][CH2:20][N:15]2[C:14]([C:28]3[CH:29]=[CH:30][CH:31]=[CH:32][CH:33]=3)=[N:13][C:12]([C:10]([NH:9][C@@H:4]([C:5]([CH3:7])([CH3:8])[CH3:6])[C:3]([OH:34])=[O:2])=[O:11])=[C:16]2[CH2:17]1)=[O:22])([CH3:25])([CH3:26])[CH3:27]. Reactant: C[O:2][C:3](=[O:34])[C@@H:4]([NH:9][C:10]([C:12]1[N:13]=[C:14]([C:28]2[CH:33]=[CH:32][CH:31]=[CH:30][CH:29]=2)[N:15]2[CH2:20][CH2:19][N:18]([C:21]([O:23][C:24]([CH3:27])([CH3:26])[CH3:25])=[O:22])[CH2:17][C:16]=12)=[O:11])[C:5]([CH3:8])([CH3:7])[CH3:6].[OH-].[Li+]. The catalyst class is: 20. (5) Reactant: [CH2:1]([O:3][C:4]1[CH:9]=[C:8]([O:10][CH2:11][CH2:12][CH2:13][C:14]2[C:15]([OH:29])=[N:16][N:17]([C:19]3[CH:24]=[CH:23][C:22]([C:25]([F:28])([F:27])[F:26])=[CH:21][N:20]=3)[CH:18]=2)[CH:7]=[CH:6][C:5]=1[CH2:30][CH2:31][C:32]([O:34]C)=[O:33])[CH3:2].[CH3:36][CH:37](O)[CH3:38].C1(P(C2C=CC=CC=2)C2C=CC=CC=2)C=CC=CC=1.N(C(OC(C)C)=O)=NC(OC(C)C)=O. Product: [CH2:1]([O:3][C:4]1[CH:9]=[C:8]([O:10][CH2:11][CH2:12][CH2:13][C:14]2[C:15]([O:29][CH:37]([CH3:38])[CH3:36])=[N:16][N:17]([C:19]3[CH:24]=[CH:23][C:22]([C:25]([F:27])([F:26])[F:28])=[CH:21][N:20]=3)[CH:18]=2)[CH:7]=[CH:6][C:5]=1[CH2:30][CH2:31][C:32]([OH:34])=[O:33])[CH3:2]. The catalyst class is: 7.